From a dataset of Full USPTO retrosynthesis dataset with 1.9M reactions from patents (1976-2016). Predict the reactants needed to synthesize the given product. (1) Given the product [CH:3]1([Si:7]([CH:20]2[CH2:19][CH2:18]2)([CH:14]2[CH2:11][CH2:12]2)[C:21]([O:23][CH2:24][CH3:25])=[CH2:22])[CH2:5][CH2:4]1, predict the reactants needed to synthesize it. The reactants are: [Li].Br[CH:3]1[CH2:5][CH2:4]1.Cl[Si:7](Cl)(Cl)Cl.[C:11]([Li])([CH3:14])(C)[CH3:12].CC[CH2:18][CH2:19][CH3:20].[CH:21]([O:23][CH2:24][CH3:25])=[CH2:22]. (2) Given the product [CH3:25][C:20]1([CH3:26])[C:21]([CH3:24])([CH3:23])[O:22][B:18]([C:2]2[CH:7]=[CH:6][C:5]([C@H:8]([NH:10][C:11](=[O:17])[O:12][C:13]([CH3:16])([CH3:15])[CH3:14])[CH3:9])=[CH:4][CH:3]=2)[O:19]1, predict the reactants needed to synthesize it. The reactants are: Br[C:2]1[CH:7]=[CH:6][C:5]([C@H:8]([NH:10][C:11](=[O:17])[O:12][C:13]([CH3:16])([CH3:15])[CH3:14])[CH3:9])=[CH:4][CH:3]=1.[B:18]1([B:18]2[O:22][C:21]([CH3:24])([CH3:23])[C:20]([CH3:26])([CH3:25])[O:19]2)[O:22][C:21]([CH3:24])([CH3:23])[C:20]([CH3:26])([CH3:25])[O:19]1. (3) Given the product [C:12]([O:16][C:17]([CH:2]([NH2:1])[C@H:3]1[CH2:4][CH2:5][C@H:6]([C:9]([OH:11])=[O:10])[CH2:7][CH2:8]1)=[O:18])([CH3:15])([CH3:14])[CH3:13], predict the reactants needed to synthesize it. The reactants are: [NH2:1][CH2:2][C@H:3]1[CH2:8][CH2:7][C@H:6]([C:9]([OH:11])=[O:10])[CH2:5][CH2:4]1.[C:12]([O:16][C:17](O[C:17]([O:16][C:12]([CH3:15])([CH3:14])[CH3:13])=[O:18])=[O:18])([CH3:15])([CH3:14])[CH3:13].C(=O)(O)[O-].[Na+].[OH-].[Na+]. (4) Given the product [CH3:13][C@@H:14]1[CH2:15][N:16]([C:2]2[CH:11]=[C:10]3[C:5]([CH:6]=[CH:7][C:8](=[O:12])[NH:9]3)=[CH:4][CH:3]=2)[C@H:17]([C:20]2[CH:21]=[CH:22][CH:23]=[CH:24][CH:25]=2)[CH2:18][O:19]1, predict the reactants needed to synthesize it. The reactants are: Br[C:2]1[CH:11]=[C:10]2[C:5]([CH:6]=[CH:7][C:8](=[O:12])[NH:9]2)=[CH:4][CH:3]=1.[CH3:13][C@H:14]1[O:19][CH2:18][C@@H:17]([C:20]2[CH:25]=[CH:24][CH:23]=[CH:22][CH:21]=2)[NH:16][CH2:15]1. (5) Given the product [CH2:1]([O:3][C:4]([C:5]1[CH:6]=[C:7]([C:9]2[CH:14]=[CH:13][C:12]([O:15][CH2:16][C:17]3[CH:22]=[CH:21][CH:20]=[CH:19][CH:18]=3)=[CH:11][CH:10]=2)[NH:31][N:30]=1)=[O:24])[CH3:2], predict the reactants needed to synthesize it. The reactants are: [CH2:1]([O:3][C:4](=[O:24])[C:5](=O)[CH2:6][C:7]([C:9]1[CH:14]=[CH:13][C:12]([O:15][CH2:16][C:17]2[CH:22]=[CH:21][CH:20]=[CH:19][CH:18]=2)=[CH:11][CH:10]=1)=O)[CH3:2].C(O)(=O)C.O.[NH2:30][NH2:31].C([O-])(O)=O.[Na+]. (6) Given the product [N:1]([CH2:4][CH2:5][N:6]1[C:10]2[CH:11]=[CH:12][C:13]([C:15]([N:37]3[CH:46]4[CH:41]([CH2:42][CH2:43][CH2:44][CH2:45]4)[CH2:40][CH2:39][CH2:38]3)=[O:17])=[CH:14][C:9]=2[N:8]=[CH:7]1)=[N+:2]=[N-:3], predict the reactants needed to synthesize it. The reactants are: [N:1]([CH2:4][CH2:5][N:6]1[C:10]2[CH:11]=[CH:12][C:13]([C:15]([OH:17])=O)=[CH:14][C:9]=2[N:8]=[CH:7]1)=[N+:2]=[N-:3].C1C=CC2N(O)N=NC=2C=1.CCN(C(C)C)C(C)C.[NH:37]1[CH:46]2[CH:41]([CH2:42][CH2:43][CH2:44][CH2:45]2)[CH2:40][CH2:39][CH2:38]1.CCN=C=NCCCN(C)C.Cl. (7) The reactants are: Cl.[Cl:2][C:3]1[CH:8]=[C:7]([C:9]2[CH:14]=[CH:13][CH:12]=[C:11]([Cl:15])[CH:10]=2)[N:6]=[C:5]2[CH2:16][CH2:17][CH2:18][C:4]=12.[F:19][C:20]([F:30])([F:29])[CH2:21][C:22]1[CH:28]=[CH:27][C:25]([NH2:26])=[CH:24][CH:23]=1. Given the product [ClH:2].[Cl:15][C:11]1[CH:10]=[C:9]([C:7]2[N:6]=[C:5]3[CH2:16][CH2:17][CH2:18][C:4]3=[C:3]([NH:26][C:25]3[CH:27]=[CH:28][C:22]([CH2:21][C:20]([F:19])([F:29])[F:30])=[CH:23][CH:24]=3)[CH:8]=2)[CH:14]=[CH:13][CH:12]=1, predict the reactants needed to synthesize it.